This data is from NCI-60 drug combinations with 297,098 pairs across 59 cell lines. The task is: Regression. Given two drug SMILES strings and cell line genomic features, predict the synergy score measuring deviation from expected non-interaction effect. Drug 2: C1=CC=C(C(=C1)C(C2=CC=C(C=C2)Cl)C(Cl)Cl)Cl. Drug 1: CC1OCC2C(O1)C(C(C(O2)OC3C4COC(=O)C4C(C5=CC6=C(C=C35)OCO6)C7=CC(=C(C(=C7)OC)O)OC)O)O. Synergy scores: CSS=6.14, Synergy_ZIP=-2.51, Synergy_Bliss=0.976, Synergy_Loewe=1.34, Synergy_HSA=2.28. Cell line: OVCAR-4.